This data is from Forward reaction prediction with 1.9M reactions from USPTO patents (1976-2016). The task is: Predict the product of the given reaction. (1) Given the reactants [F:1][C:2]1[C:3]([C:8]2([NH:12]C(=O)OC)[CH2:11][CH2:10][CH2:9]2)=[N:4][CH:5]=[CH:6][CH:7]=1.[OH-].[Na+], predict the reaction product. The product is: [F:1][C:2]1[C:3]([C:8]2([NH2:12])[CH2:11][CH2:10][CH2:9]2)=[N:4][CH:5]=[CH:6][CH:7]=1. (2) Given the reactants [NH2:1][C:2]1[CH:7]=[CH:6][C:5]([CH3:8])=[CH:4][CH:3]=1.C(=O)(O)[O-].[Na+].[I:14]I, predict the reaction product. The product is: [I:14][C:3]1[CH:4]=[C:5]([CH3:8])[CH:6]=[CH:7][C:2]=1[NH2:1]. (3) Given the reactants I[CH2:2][CH3:3].[CH2:4]([O:11][C:12]1[C:13]([Br:25])=[C:14]([OH:24])[CH:15]=[C:16]([C:18]2[O:19][C:20]([CH3:23])=[CH:21][N:22]=2)[CH:17]=1)[C:5]1[CH:10]=[CH:9][CH:8]=[CH:7][CH:6]=1.C(=O)([O-])[O-].[K+].[K+], predict the reaction product. The product is: [CH2:4]([O:11][C:12]1[CH:17]=[C:16]([C:18]2[O:19][C:20]([CH3:23])=[CH:21][N:22]=2)[CH:15]=[C:14]([O:24][CH2:2][CH3:3])[C:13]=1[Br:25])[C:5]1[CH:6]=[CH:7][CH:8]=[CH:9][CH:10]=1. (4) Given the reactants [C:1]([O:5][C:6]([NH:8][C@H:9]([CH2:38][C:39]1[CH:48]=[CH:47][C:46]2[C:41](=[CH:42][CH:43]=[CH:44][CH:45]=2)[CH:40]=1)[C:10]([NH:12][C@H:13]([CH2:26][C:27]1[C:32]([F:33])=[C:31]([F:34])[C:30]([F:35])=[C:29]([F:36])[C:28]=1[F:37])[CH2:14][C:15]([NH:17][O:18]CC1C=CC=CC=1)=[O:16])=[O:11])=[O:7])([CH3:4])([CH3:3])[CH3:2], predict the reaction product. The product is: [OH:18][NH:17][C:15]([CH2:14][C@H:13]([NH:12][C:10](=[O:11])[C@H:9]([NH:8][C:6]([O:5][C:1]([CH3:3])([CH3:2])[CH3:4])=[O:7])[CH2:38][C:39]1[CH:48]=[CH:47][C:46]2[C:41](=[CH:42][CH:43]=[CH:44][CH:45]=2)[CH:40]=1)[CH2:26][C:27]1[C:28]([F:37])=[C:29]([F:36])[C:30]([F:35])=[C:31]([F:34])[C:32]=1[F:33])=[O:16]. (5) Given the reactants [OH:1][CH2:2][C:3]([CH3:7])([CH2:5][OH:6])[CH3:4].[C:8]([O:13]C)(=O)[C:9]([CH3:11])=[CH2:10].[CH3:15][C:16]([CH3:19])([O-])[CH3:17].[K+].CC1(C)N([O])C(C)(C)CC([OH:31])C1, predict the reaction product. The product is: [C:15]([O:1][CH2:2][C:3]([CH3:7])([CH2:5][O:6][C:8](=[O:13])[C:9]([CH3:11])=[CH2:10])[CH3:4])(=[O:31])[C:16]([CH3:19])=[CH2:17]. (6) Given the reactants [CH3:1][O:2][C:3]1[N:4]=[C:5]2[C:10](=[CH:11][CH:12]=1)[N:9]=[CH:8][CH:7]=[C:6]2[N:13]1[CH:21]=[C:20]2[C:15]([CH2:16][CH2:17][CH:18]([NH2:22])[CH2:19]2)=[N:14]1.[C:23]1([CH2:29][CH2:30][CH:31]=O)[CH:28]=[CH:27][CH:26]=[CH:25][CH:24]=1.[BH-](OC(C)=O)(OC(C)=O)OC(C)=O.[Na+].O, predict the reaction product. The product is: [CH3:1][O:2][C:3]1[N:4]=[C:5]2[C:10](=[CH:11][CH:12]=1)[N:9]=[CH:8][CH:7]=[C:6]2[N:13]1[CH:21]=[C:20]2[C:15]([CH2:16][CH2:17][CH:18]([NH:22][CH2:31][CH2:30][CH2:29][C:23]3[CH:28]=[CH:27][CH:26]=[CH:25][CH:24]=3)[CH2:19]2)=[N:14]1.